Dataset: Catalyst prediction with 721,799 reactions and 888 catalyst types from USPTO. Task: Predict which catalyst facilitates the given reaction. (1) Reactant: [Cl:1][C:2]1[CH:3]=[C:4]([N:8]2[CH:12]=[N:11][C:10]([C:13]([N:15]3[CH2:20][CH2:19][N:18]([C:21]([C:23]4[CH:28]=[CH:27][CH:26]=[C:25]([C:29]5[CH2:33][CH2:32][CH2:31][CH:30]=5)[N:24]=4)=[O:22])[CH2:17][C:16]3([CH3:35])[CH3:34])=[O:14])=[N:9]2)[CH:5]=[CH:6][CH:7]=1. Product: [Cl:1][C:2]1[CH:3]=[C:4]([N:8]2[CH:12]=[N:11][C:10]([C:13]([N:15]3[CH2:20][CH2:19][N:18]([C:21]([C:23]4[CH:28]=[CH:27][CH:26]=[C:25]([CH:29]5[CH2:33][CH2:32][CH2:31][CH2:30]5)[N:24]=4)=[O:22])[CH2:17][C:16]3([CH3:35])[CH3:34])=[O:14])=[N:9]2)[CH:5]=[CH:6][CH:7]=1. The catalyst class is: 350. (2) Reactant: [F:1][C:2]1[CH:7]=[C:6]([O:8][C:9]([F:12])([F:11])[F:10])[CH:5]=[CH:4][C:3]=1[C:13]1[CH:14]=[C:15]([CH:20]=[CH:21][N:22]=1)[C:16]([O:18][CH3:19])=[O:17].[ClH:23]. Product: [ClH:23].[F:1][C:2]1[CH:7]=[C:6]([O:8][C:9]([F:12])([F:11])[F:10])[CH:5]=[CH:4][C:3]=1[CH:13]1[CH2:14][CH:15]([C:16]([O:18][CH3:19])=[O:17])[CH2:20][CH2:21][NH:22]1. The catalyst class is: 603. (3) Reactant: [CH3:1][N:2]1[CH:6]=[CH:5][N:4]=[N:3]1.CC#N.C(=O)=O.C([Li])CCC.[F:18][C:19]([F:29])([F:28])[C:20]1[CH:27]=[CH:26][C:23]([CH:24]=[O:25])=[CH:22][N:21]=1. Product: [CH3:1][N:2]1[C:6]([CH:24]([C:23]2[CH:22]=[N:21][C:20]([C:19]([F:29])([F:18])[F:28])=[CH:27][CH:26]=2)[OH:25])=[CH:5][N:4]=[N:3]1. The catalyst class is: 1. (4) Reactant: [OH:1][C@@:2]1([CH3:23])[CH2:7][CH2:6][C@@H:5]([NH:8][C:9]2[C:14]([C:15]#[N:16])=[CH:13][N:12]=[C:11](S(C)(=O)=O)[N:10]=2)[CH2:4][C:3]1([CH3:22])[CH3:21].[F:24][C:25]([F:37])([CH3:36])[CH2:26][O:27][C:28]1[C:33]([CH2:34][NH2:35])=[CH:32][N:31]=[CH:30][N:29]=1.CCN(C(C)C)C(C)C. Product: [F:37][C:25]([F:24])([CH3:36])[CH2:26][O:27][C:28]1[C:33]([CH2:34][NH:35][C:11]2[N:10]=[C:9]([NH:8][C@@H:5]3[CH2:6][CH2:7][C@@:2]([OH:1])([CH3:23])[C:3]([CH3:22])([CH3:21])[CH2:4]3)[C:14]([C:15]#[N:16])=[CH:13][N:12]=2)=[CH:32][N:31]=[CH:30][N:29]=1. The catalyst class is: 1.